From a dataset of Forward reaction prediction with 1.9M reactions from USPTO patents (1976-2016). Predict the product of the given reaction. (1) Given the reactants [C:1]1([CH3:8])[CH:6]=[CH:5][C:4]([CH3:7])=[CH:3][CH:2]=1.[C:9](Cl)(=[O:13])[C:10]([CH3:12])=[CH2:11].[Cl-].[Al+3].[Cl-].[Cl-], predict the reaction product. The product is: [CH3:8][C:1]1[CH:6]=[CH:5][C:4]([CH3:7])=[CH:3][C:2]=1[C:9](=[O:13])[C:10]([CH3:12])=[CH2:11]. (2) Given the reactants Cl[C:2]1[C:11]2[C:6](=[CH:7][C:8](Cl)=[N:9][C:10]=2Cl)[CH:5]=[C:4](Cl)[N:3]=1.C([O-])(=O)C.[K+], predict the reaction product. The product is: [CH2:10]1[C:11]2[C:6](=[CH:5][CH:4]=[N:3][CH:2]=2)[CH2:7][CH2:8][NH:9]1. (3) The product is: [CH:11]1([NH:19][C:20]([N:3]2[C:4]3[C:9](=[CH:8][CH:7]=[CH:6][CH:5]=3)[CH2:10][CH:2]2[CH3:1])=[O:21])[CH2:18][CH2:17][CH2:16][CH2:15][CH2:14][CH2:13][CH2:12]1. Given the reactants [CH3:1][CH:2]1[CH2:10][C:9]2[C:4](=[CH:5][CH:6]=[CH:7][CH:8]=2)[NH:3]1.[CH:11]1([N:19]=[C:20]=[O:21])[CH2:18][CH2:17][CH2:16][CH2:15][CH2:14][CH2:13][CH2:12]1, predict the reaction product. (4) Given the reactants C([C@@H]1N(C(=O)C2C=CC(OC3C=CC=CC=3)=CC=2)C[C@H](CC(C)C)NC1=O)C(C)C.[CH2:31]([C@@H:35]1[NH:40][CH2:39][C@H:38]([CH2:41][S:42][CH3:43])[NH:37][C:36]1=[O:44])[CH:32]([CH3:34])[CH3:33].[F:45][C:46]1[CH:51]=[CH:50][C:49]([C:52]2[O:56][N:55]=[C:54]([C:57](O)=[O:58])[N:53]=2)=[CH:48][CH:47]=1, predict the reaction product. The product is: [F:45][C:46]1[CH:47]=[CH:48][C:49]([C:52]2[O:56][N:55]=[C:54]([C:57]([N:40]3[CH2:39][C@H:38]([CH2:41][S:42][CH3:43])[NH:37][C:36](=[O:44])[C@@H:35]3[CH2:31][CH:32]([CH3:34])[CH3:33])=[O:58])[N:53]=2)=[CH:50][CH:51]=1. (5) Given the reactants C([Si](C)(C)[O:6][CH:7]([CH2:24][C:25]1[CH:30]=[CH:29][C:28]([F:31])=[CH:27][CH:26]=1)[CH2:8][CH2:9][CH:10]1[CH2:14][CH2:13][C:12](=[O:15])[N:11]1[CH2:16][CH2:17][CH2:18][CH2:19][CH2:20][CH2:21][C:22]#[N:23])(C)(C)C.CCCC[N+](CCCC)(CCCC)CCCC.[F-].C([O-])(O)=O.[Na+], predict the reaction product. The product is: [F:31][C:28]1[CH:29]=[CH:30][C:25]([CH2:24][CH:7]([OH:6])[CH2:8][CH2:9][CH:10]2[CH2:14][CH2:13][C:12](=[O:15])[N:11]2[CH2:16][CH2:17][CH2:18][CH2:19][CH2:20][CH2:21][C:22]#[N:23])=[CH:26][CH:27]=1. (6) Given the reactants [ClH:1].[CH2:2]([O:9][C:10](=[O:36])[NH:11][C:12]1([C:15](=[O:35])[NH:16][C:17]2([C:20]3[CH:25]=[C:24]([CH2:26][NH:27]C(OC(C)(C)C)=O)[CH:23]=[CH:22][N:21]=3)[CH2:19][CH2:18]2)[CH2:14][CH2:13]1)[C:3]1[CH:8]=[CH:7][CH:6]=[CH:5][CH:4]=1, predict the reaction product. The product is: [ClH:1].[ClH:1].[CH2:2]([O:9][C:10](=[O:36])[NH:11][C:12]1([C:15](=[O:35])[NH:16][C:17]2([C:20]3[CH:25]=[C:24]([CH2:26][NH2:27])[CH:23]=[CH:22][N:21]=3)[CH2:18][CH2:19]2)[CH2:13][CH2:14]1)[C:3]1[CH:8]=[CH:7][CH:6]=[CH:5][CH:4]=1.